This data is from Peptide-MHC class II binding affinity with 134,281 pairs from IEDB. The task is: Regression. Given a peptide amino acid sequence and an MHC pseudo amino acid sequence, predict their binding affinity value. This is MHC class II binding data. (1) The peptide sequence is FLFQRAVAREAIIAL. The MHC is DRB3_0101 with pseudo-sequence DRB3_0101. The binding affinity (normalized) is 0.347. (2) The peptide sequence is STWLLKPGAGIMIFD. The MHC is DRB1_1302 with pseudo-sequence DRB1_1302. The binding affinity (normalized) is 0.277. (3) The peptide sequence is LGWNIITFKDKTDIH. The MHC is HLA-DQA10102-DQB10501 with pseudo-sequence HLA-DQA10102-DQB10501. The binding affinity (normalized) is 0.483. (4) The peptide sequence is ANGKLHDKKSMGDDH. The MHC is DRB1_0405 with pseudo-sequence DRB1_0405. The binding affinity (normalized) is 0.0415. (5) The peptide sequence is KGQKRIKCFNCGKEGHL. The MHC is DRB1_1101 with pseudo-sequence DRB1_1101. The binding affinity (normalized) is 0.159. (6) The peptide sequence is WAATAGTTVYGAFAA. The MHC is HLA-DPA10103-DPB10401 with pseudo-sequence HLA-DPA10103-DPB10401. The binding affinity (normalized) is 0.122. (7) The peptide sequence is LMIMKSNQKNMFLKV. The MHC is DRB1_0901 with pseudo-sequence DRB1_0901. The binding affinity (normalized) is 0.185. (8) The peptide sequence is KLGEVSWEEEAEISG. The MHC is HLA-DQA10102-DQB10501 with pseudo-sequence HLA-DQA10102-DQB10501. The binding affinity (normalized) is 0.